From a dataset of Drug-target binding data from BindingDB using Ki measurements. Regression. Given a target protein amino acid sequence and a drug SMILES string, predict the binding affinity score between them. We predict pKi (pKi = -log10(Ki in M); higher means stronger inhibition). Dataset: bindingdb_ki. (1) The compound is O=C(Nc1ccc(Cl)c(C(F)(F)F)c1)[C@H]1CC=C[C@H]2CCN(Cc3ccccc3)C(=O)[C@@H]12. The target protein sequence is MDSPIQIFRGEPGPTCAPSACLPPNSSAWFPGWAEPDSNGSAGSEDAQLEPAHISPAIPVIITAVYSVVFVVGLVGNSLVMFVIIRYTKMKTATNIYIFNLALADALVTTTMPFQSTVYLMNSWPFGDVLCKIVISIDYYNMFTSIFTLTMMSVDRYIAVCHPVKALDFRTPLKAKIINICIWLLSSSVGISAIVLGGTKVREDVDVIECSLQFPDDDYSWWDLFMAICVFIFAFVIPVLIIIVCYTLMILRLKSVRLLSGSREKDRNLRRITRLVLVVVAVFVVCWTPIHIFILVEALGSTSHSTAALSSYYFCIALGYTNSSLNPILYAFLDENFKRCFRDFCFPLKMRMERQSTSRVRNTVQDPAYLRDIDGMNKPV. The pKi is 7.3. (2) The compound is CC(C)=CCC[C@]1(C)C=Cc2c(O)c3c(c(CC=C(C)C)c2O1)O[C@]12C(=C[C@@H]4C[C@H]1C(C)(C)O[C@@]2(C/C=C(/C)C(=O)O)C4=O)C3=O. The target protein (Q99757) has sequence MAQRLLLRRFLASVISRKPSQGQWPPLTSRALQTPQCSPGGLTVTPNPARTIYTTRISLTTFNIQDGPDFQDRVVNSETPVVVDFHAQWCGPCKILGPRLEKMVAKQHGKVVMAKVDIDDHTDLAIEYEVSAVPTVLAMKNGDVVDKFVGIKDEDQLEAFLKKLIG. The pKi is 5.9. (3) The small molecule is CN(C)c1ccc(/C=C/c2cc[n+](Cc3ccc(F)cc3)cc2)cc1.[I-]. The target protein (Q9Y2K7) has sequence MEPEEERIRYSQRLRGTMRRRYEDDGISDDEIEGKRTFDLEEKLHTNKYNANFVTFMEGKDFNVEYIQRGGLRDPLIFKNSDGLGIKMPDPDFTVNDVKMCVGSRRMVDVMDVNTQKGIEMTMAQWTRYYETPEEEREKLYNVISLEFSHTRLENMVQRPSTVDFIDWVDNMWPRHLKESQTESTNAILEMQYPKVQKYCLMSVRGCYTDFHVDFGGTSVWYHIHQGGKVFWLIPPTAHNLELYENWLLSGKQGDIFLGDRVSDCQRIELKQGYTFVIPSGWIHAVYTPTDTLVFGGNFLHSFNIPMQLKIYNIEDRTRVPNKFRYPFYYEMCWYVLERYVYCITNRSHLTKEFQKESLSMDLELNGLESGNGDEEAVDREPRRLSSRRSVLTSPVANGVNLDYDGLGKTCRSLPSLKKTLAGDSSSDCSRGSHNGQVWDPQCAPRKDRQVHLTHFELEGLRCLVDKLESLPLHKKCVPTGIEDEDALIADVKILLEELA.... The pKi is 6.4. (4) The target is MLLARMKPQVQPELGGADQ. The small molecule is CN1[C@H]2CC[C@@H]1[C@@H](C(=O)O)[C@@H](c1ccc(Cl)cc1)C2. The pKi is 5.0. (5) The small molecule is OB(O)c1ccccc1. The target protein sequence is MSSIRSYKGIVPKLGEGVYIDSSAVLVGDIELGDDASIWPLVAARGDVNHIRIGKRTNIQDGSVLHVTHKNAENPNGYPLCIGDDVTIGHKVMLHGCTIHDRVLVGMGSIVLDGAVIENDVMIGAGSLVPPGKRLESGFLYMGSPVKQARPLNDKERAFLVKSSSNYVQSKNDYLNDVKTVRE. The pKi is 4.1. (6) The drug is COc1cc(NC(=O)NCc2ccc(/C=C/C(=O)NO)cc2)ccc1C#N. The target protein (P20839) has sequence MADYLISGGTGYVPEDGLTAQQLFASADGLTYNDFLILPGFIDFIADEVDLTSALTRKITLKTPLISSPMDTVTEADMAIAMALMGGIGFIHHNCTPEFQANEVRKVKKFEQGFITDPVVLSPSHTVGDVLEAKMRHGFSGIPITETGTMGSKLVGIVTSRDIDFLAEKDHTTLLSEVMTPRIELVVAPAGVTLKEANEILQRSKKGKLPIVNDCDELVAIIARTDLKKNRDYPLASKDSQKQLLCGAAVGTREDDKYRLDLLTQAGVDVIVLDSSQGNSVYQIAMVHYIKQKYPHLQVIGGNVVTAAQAKNLIDAGVDGLRVGMGCGSICITQEVMACGRPQGTAVYKVAEYARRFGVPIIADGGIQTVGHVVKALALGASTVMMGSLLAATTEAPGEYFFSDGVRLKKYRGMGSLDAMEKSSSSQKRYFSEGDKVKIAQGVSGSIQDKGSIQKFVPYLIAGIQHGCQDIGARSLSVLRSMMYSGELKFEKRTMSAQIE.... The pKi is 4.0. (7) The small molecule is OC[C@H]1O[C@@H](Oc2ccccc2C(F)F)[C@H](O)[C@@H](O)[C@@H]1O. The target protein sequence is MAMQLRSLLLCVLLLLLGFALADTNAAARIHPPVVCANLSRANFDTLVPGFVFGAATASYQVEGAANLDGRGPSIWDTFTHKHPEKIADGSNGDVAIDQYHRYKEDVAIMKDMGLESYRFSISWSRVLPNGTLSGGINKKGIEYYNNLINELLHNGIEPLVTLFHWDVPQTLEDEYGGFLSNRIVNDFEEYAELCFKKFGDRVKHWTTLNEPYTFSSHGYAKGTHAPGRCSAWYNQTCFGGDSATEPYLVTHNLLLAHAAAVKLYKTKYQAYQKGVIGITVVTPWFEPASEAKEDIDAVFRALDFIYGWFMDPLTRGDYPQSMRSLVGERLPNFTKKESKSLSGSFDYIGINYYSARYASASKNYSGHPSYLNDVNVDVKSELNGVPIGPQAASSWLYFYPKGLYDLLCYTKEKYNDPIIYITENGVDEFNQPNPKLSLCQLLDDSNRIYYYYHHLCYLQAAIKEGVKVKGYFAWSLLDNFEWDNGYTVRFGINYVDYDN.... The pKi is 2.4.